This data is from Reaction yield outcomes from USPTO patents with 853,638 reactions. The task is: Predict the reaction yield, written as a fraction of the theoretical maximum amount of product (1.0 means a 100% yield; for example, 0.34 means a 34% yield). (1) The reactants are [CH:1]1([CH:6]([O:8][C:9]2[CH:10]=[CH:11][C:12]3[CH2:13][N:14](C(OC(C)(C)C)=O)[CH2:15][CH2:16][O:17][C:18]=3[N:19]=2)[CH3:7])[CH2:5][CH2:4][CH2:3][CH2:2]1.[ClH:27].C(OCC)(=O)C. No catalyst specified. The product is [ClH:27].[CH:1]1([CH:6]([O:8][C:9]2[CH:10]=[CH:11][C:12]3[CH2:13][NH:14][CH2:15][CH2:16][O:17][C:18]=3[N:19]=2)[CH3:7])[CH2:5][CH2:4][CH2:3][CH2:2]1. The yield is 0.710. (2) The reactants are Cl[CH2:2][CH2:3][N:4]([CH2:19][CH2:20]Cl)[C:5]1[C:6]([CH3:18])=[C:7]([CH3:17])[C:8]2[O:12][C:11]([CH3:14])([CH3:13])[CH2:10][C:9]=2[C:15]=1[CH3:16].[O:22]1[CH:26]=[CH:25][C:24]([NH2:27])=[N:23]1. No catalyst specified. The product is [O:22]1[CH:26]=[CH:25][C:24]([N:27]2[CH2:20][CH2:19][N:4]([C:5]3[C:6]([CH3:18])=[C:7]([CH3:17])[C:8]4[O:12][C:11]([CH3:14])([CH3:13])[CH2:10][C:9]=4[C:15]=3[CH3:16])[CH2:3][CH2:2]2)=[N:23]1. The yield is 0.0900.